Dataset: Reaction yield outcomes from USPTO patents with 853,638 reactions. Task: Predict the reaction yield, written as a fraction of the theoretical maximum amount of product (1.0 means a 100% yield; for example, 0.34 means a 34% yield). (1) The reactants are [Si]([O:8][CH2:9][C:10]1[CH:11]=[C:12]([CH2:16][C:17]([NH:19][CH2:20][C:21]2[C:22]([N:31]3[CH2:36][CH2:35][CH:34]([CH3:37])[CH2:33][CH2:32]3)=[N:23][C:24]([C:27]([F:30])([F:29])[F:28])=[CH:25][CH:26]=2)=[O:18])[CH:13]=[N:14][CH:15]=1)(C(C)(C)C)(C)C.[F-].C([N+](CCCC)(CCCC)CCCC)CCC. The catalyst is O1CCCC1. The product is [OH:8][CH2:9][C:10]1[CH:11]=[C:12]([CH2:16][C:17]([NH:19][CH2:20][C:21]2[C:22]([N:31]3[CH2:36][CH2:35][CH:34]([CH3:37])[CH2:33][CH2:32]3)=[N:23][C:24]([C:27]([F:29])([F:30])[F:28])=[CH:25][CH:26]=2)=[O:18])[CH:13]=[N:14][CH:15]=1. The yield is 0.920. (2) The reactants are [CH3:1][C:2]1[C:3](=[O:13])[C:4]2[C:9]([C:10](=[O:12])[CH:11]=1)=[CH:8][CH:7]=[CH:6][CH:5]=2.[N-:14]=[N+]=[N-].[Na+]. The catalyst is CO.O.Cl. The product is [NH2:14][C:11]1[C:10](=[O:12])[C:9]2[C:4]([C:3](=[O:13])[C:2]=1[CH3:1])=[CH:5][CH:6]=[CH:7][CH:8]=2. The yield is 0.690. (3) The reactants are [Cl:1][C:2]1[CH:3]=[C:4]([S:9]([NH:12][C@@H:13]2[CH2:17][CH2:16][N:15]([CH3:18])[C:14]2=[O:19])(=[O:11])=[O:10])[CH:5]=[N:6][C:7]=1Cl.[NH2:20][NH2:21].C(O)CCCC. The catalyst is CCO. The product is [Cl:1][C:2]1[CH:3]=[C:4]([S:9]([NH:12][C@@H:13]2[CH2:17][CH2:16][N:15]([CH3:18])[C:14]2=[O:19])(=[O:11])=[O:10])[CH:5]=[N:6][C:7]=1[NH:20][NH2:21]. The yield is 0.800. (4) The reactants are Br[C:2]1[CH:3]=[C:4]2[C:8](=[CH:9][CH:10]=1)[NH:7][N:6]=[C:5]2[CH3:11].[B:12]1([B:12]2[O:16][C:15]([CH3:18])([CH3:17])[C:14]([CH3:20])([CH3:19])[O:13]2)[O:16][C:15]([CH3:18])([CH3:17])[C:14]([CH3:20])([CH3:19])[O:13]1.C([O-])(=O)C.[K+].CS(C)=O. The catalyst is C(OCC)C. The product is [CH3:11][C:5]1[C:4]2[C:8](=[CH:9][CH:10]=[C:2]([B:12]3[O:16][C:15]([CH3:18])([CH3:17])[C:14]([CH3:20])([CH3:19])[O:13]3)[CH:3]=2)[NH:7][N:6]=1. The yield is 0.617. (5) The reactants are Cl.[CH3:2][C:3]1[C:11]([C:12](=[S:14])[NH2:13])=[C:6]2[CH:7]=[CH:8][CH:9]=[CH:10][N:5]2[N:4]=1.Cl[CH:16]([C:22](=O)[C:23]1[CH:28]=[CH:27][CH:26]=[CH:25][C:24]=1[C:29]([F:32])([F:31])[F:30])[C:17]([O:19][CH2:20][CH3:21])=[O:18]. The catalyst is CC(O)C. The product is [CH3:2][C:3]1[C:11]([C:12]2[S:14][C:16]([C:17]([O:19][CH2:20][CH3:21])=[O:18])=[C:22]([C:23]3[CH:28]=[CH:27][CH:26]=[CH:25][C:24]=3[C:29]([F:30])([F:31])[F:32])[N:13]=2)=[C:6]2[CH:7]=[CH:8][CH:9]=[CH:10][N:5]2[N:4]=1. The yield is 0.840. (6) The reactants are [OH:1][C:2]1[CH:7]=[CH:6][CH:5]=[CH:4][C:3]=1[S:8][CH3:9].F[C:11]1[CH:16]=[CH:15][C:14]([F:17])=[CH:13][C:12]=1[N+:18]([O-:20])=[O:19].[F:21][C:22]1[CH:23]=[CH:24][C:25]([O:29][C:30]2[CH:35]=[CH:34][CH:33]=[CH:32][C:31]=2[S:36][CH3:37])=[C:26]([CH:28]=1)[NH2:27].[NH2:38][C:39]1[S:40][CH:41]=[CH:42][N:43]=1. No catalyst specified. The product is [F:17][C:14]1[CH:15]=[CH:16][C:11]([O:1][C:2]2[CH:7]=[CH:6][CH:5]=[CH:4][C:3]=2[S:8][CH3:9])=[C:12]([N+:18]([O-:20])=[O:19])[CH:13]=1.[F:21][C:22]1[CH:23]=[CH:24][C:25]([O:29][C:30]2[CH:35]=[CH:34][CH:33]=[CH:32][C:31]=2[S:36][CH3:37])=[C:26]([NH:27][C:2]([NH:38][C:39]2[S:40][CH:41]=[CH:42][N:43]=2)=[O:1])[CH:28]=1. The yield is 0.680.